Dataset: Full USPTO retrosynthesis dataset with 1.9M reactions from patents (1976-2016). Task: Predict the reactants needed to synthesize the given product. (1) Given the product [Cl:1][C:2]1[CH:7]=[CH:6][C:5]([O:8][CH2:9][C:10]2[CH:15]=[CH:14][CH:13]=[C:12]([O:16][CH3:17])[CH:11]=2)=[CH:4][C:3]=1[C:18]([NH:20][CH2:21][C:22]1[CH:23]=[CH:24][C:25]([C:26]([OH:28])=[O:27])=[CH:30][CH:31]=1)=[O:19], predict the reactants needed to synthesize it. The reactants are: [Cl:1][C:2]1[CH:7]=[CH:6][C:5]([O:8][CH2:9][C:10]2[CH:15]=[CH:14][CH:13]=[C:12]([O:16][CH3:17])[CH:11]=2)=[CH:4][C:3]=1[C:18]([NH:20][CH2:21][C:22]1[CH:31]=[CH:30][C:25]([C:26]([O:28]C)=[O:27])=[CH:24][CH:23]=1)=[O:19].[OH-].[Li+]. (2) Given the product [NH2:37][C:4]1[CH:3]=[C:2]([CH3:1])[C:7]([C:8]2[CH:13]=[CH:12][CH:11]=[CH:10][CH:9]=2)=[CH:6][C:5]=1[NH:17][C:18](=[O:29])[C:19]1[CH:24]=[CH:23][CH:22]=[C:21]([C:25]([F:27])([F:26])[F:28])[CH:20]=1, predict the reactants needed to synthesize it. The reactants are: [CH3:1][C:2]1[C:7]([C:8]2[CH:13]=[CH:12][C:11]([N+]([O-])=O)=[CH:10][CH:9]=2)=[CH:6][C:5]([NH:17][C:18](=[O:29])[C:19]2[CH:24]=[CH:23][CH:22]=[C:21]([C:25]([F:28])([F:27])[F:26])[CH:20]=2)=[CH:4][CH:3]=1.O1CCOCC1.[OH-].[NH4+:37].S(S([O-])=O)([O-])=O.[Na+].[Na+]. (3) Given the product [NH2:24][C:25]1[N:34]=[CH:33][C:32]([C:2]2[CH:11]=[CH:10][C:9]3[N:8]=[CH:7][C:6]4[N:12]([CH3:23])[C:13](=[O:22])[N:14]([C:15]5[C:16]([CH3:21])=[N:17][N:18]([CH3:20])[CH:19]=5)[C:5]=4[C:4]=3[CH:3]=2)=[CH:31][C:26]=1[C:27]([NH:29][CH3:30])=[O:28], predict the reactants needed to synthesize it. The reactants are: Br[C:2]1[CH:11]=[CH:10][C:9]2[N:8]=[CH:7][C:6]3[N:12]([CH3:23])[C:13](=[O:22])[N:14]([C:15]4[C:16]([CH3:21])=[N:17][N:18]([CH3:20])[CH:19]=4)[C:5]=3[C:4]=2[CH:3]=1.[NH2:24][C:25]1[N:34]=[CH:33][C:32](B2OC(C)(C)C(C)(C)O2)=[CH:31][C:26]=1[C:27]([NH:29][CH3:30])=[O:28]. (4) Given the product [NH2:13][C@@H:9]([CH:10]([CH3:12])[CH3:11])[C:8]([N:5]1[CH2:4][CH2:3][C:2]([F:1])([CH2:22][CH2:23][CH:24]2[C:32]3[C:27](=[CH:28][CH:29]=[CH:30][CH:31]=3)[C:26]3=[CH:33][N:34]=[CH:35][N:25]23)[CH2:7][CH2:6]1)=[O:21], predict the reactants needed to synthesize it. The reactants are: [F:1][C:2]1([CH2:22][CH2:23][CH:24]2[C:32]3[C:27](=[CH:28][CH:29]=[CH:30][CH:31]=3)[C:26]3=[CH:33][N:34]=[CH:35][N:25]23)[CH2:7][CH2:6][N:5]([C:8](=[O:21])[C@@H:9]([NH:13]C(=O)OC(C)(C)C)[CH:10]([CH3:12])[CH3:11])[CH2:4][CH2:3]1.C(O)(C(F)(F)F)=O.C([O-])(O)=O.[Na+].CCO. (5) Given the product [NH2:19][C:10]1[C:9]2[N:8]=[C:7]([CH2:20][CH2:21][CH2:22][CH2:23][CH3:24])[N:6]([CH2:5][CH2:4][CH2:3][CH2:2][NH:1][S:26]([CH3:25])(=[O:28])=[O:27])[C:18]=2[C:17]2[CH:16]=[CH:15][CH:14]=[CH:13][C:12]=2[N:11]=1, predict the reactants needed to synthesize it. The reactants are: [NH2:1][CH2:2][CH2:3][CH2:4][CH2:5][N:6]1[C:18]2[C:17]3[CH:16]=[CH:15][CH:14]=[CH:13][C:12]=3[N:11]=[C:10]([NH2:19])[C:9]=2[N:8]=[C:7]1[CH2:20][CH2:21][CH2:22][CH2:23][CH3:24].[CH3:25][S:26](Cl)(=[O:28])=[O:27]. (6) Given the product [C:7]([C:11]1[C:12]([N+:23]([O-:25])=[O:24])=[C:13]([OH:22])[C:14]([OH:21])=[C:15]([C:17]([CH3:18])([CH3:19])[CH3:20])[CH:16]=1)([CH3:8])([CH3:9])[CH3:10], predict the reactants needed to synthesize it. The reactants are: C1COCC1.O.[C:7]([C:11]1[CH:16]=[C:15]([C:17]([CH3:20])([CH3:19])[CH3:18])[C:14](=[O:21])[C:13](=[O:22])[C:12]=1[N+:23]([O-:25])=[O:24])([CH3:10])([CH3:9])[CH3:8].[O-]S(S([O-])=O)=O.[Na+].[Na+]. (7) Given the product [CH3:35][C:25]1[CH:30]=[CH:29][C:28]([S:31]([O:24][CH2:23][C:12]2([C:15]3[CH:20]=[CH:19][CH:18]=[C:17]([O:21][CH3:22])[CH:16]=3)[CH2:13][CH2:14][N:9]([C:4]3[CH:5]=[CH:6][CH:7]=[CH:8][C:3]=3[O:2][CH3:1])[CH2:10][CH2:11]2)(=[O:33])=[O:32])=[CH:27][CH:26]=1, predict the reactants needed to synthesize it. The reactants are: [CH3:1][O:2][C:3]1[CH:8]=[CH:7][CH:6]=[CH:5][C:4]=1[N:9]1[CH2:14][CH2:13][C:12]([CH2:23][OH:24])([C:15]2[CH:20]=[CH:19][CH:18]=[C:17]([O:21][CH3:22])[CH:16]=2)[CH2:11][CH2:10]1.[C:25]1([CH3:35])[CH:30]=[CH:29][C:28]([S:31](Cl)(=[O:33])=[O:32])=[CH:27][CH:26]=1. (8) The reactants are: [Cl:1][C:2]1[N:11]=[C:10]([N:12]2[CH2:16][CH2:15][C@H:14]([NH:17]C(=O)OC(C)(C)C)[CH2:13]2)[C:9]2[C:4](=[CH:5][C:6]([O:27][CH3:28])=[C:7]([O:25][CH3:26])[CH:8]=2)[N:3]=1.C(=O)([O-])[O-].[Cs+].[Cs+].[Cl:35][C:36]1[CH:41]=[CH:40][C:39]([NH2:42])=[CH:38][C:37]=1[NH2:43]. Given the product [ClH:1].[ClH:35].[NH2:17][C@H:14]1[CH2:15][CH2:16][N:12]([C:10]2[C:9]3[C:4](=[CH:5][C:6]([O:27][CH3:28])=[C:7]([O:25][CH3:26])[CH:8]=3)[N:3]=[C:2]([NH:42][C:39]3[CH:40]=[CH:41][C:36]([Cl:35])=[C:37]([NH2:43])[CH:38]=3)[N:11]=2)[CH2:13]1, predict the reactants needed to synthesize it. (9) Given the product [CH:42]1([O:41][C:27]2[C:26]([C:24]3[N:25]=[C:21]([CH:18]4[CH2:19][CH2:20][NH:15][CH2:16][CH2:17]4)[NH:22][CH:23]=3)=[CH:35][CH:34]=[C:33]3[C:28]=2[CH2:29][CH2:30][C@H:31]([CH3:40])[N:32]3[C:36]([O:38][CH3:39])=[O:37])[CH2:43][CH2:44][CH2:45]1, predict the reactants needed to synthesize it. The reactants are: FC(F)(F)C(O)=O.C(OC([N:15]1[CH2:20][CH2:19][CH:18]([C:21]2[NH:22][CH:23]=[C:24]([C:26]3[C:27]([O:41][CH:42]4[CH2:45][CH2:44][CH2:43]4)=[C:28]4[C:33](=[CH:34][CH:35]=3)[N:32]([C:36]([O:38][CH3:39])=[O:37])[C@@H:31]([CH3:40])[CH2:30][CH2:29]4)[N:25]=2)[CH2:17][CH2:16]1)=O)(C)(C)C.